Dataset: Full USPTO retrosynthesis dataset with 1.9M reactions from patents (1976-2016). Task: Predict the reactants needed to synthesize the given product. Given the product [ClH:1].[CH3:44][S:41]([CH2:40][C:37]1[CH:38]=[CH:39][C:34]([C:28]2[CH:29]=[CH:30][C:31]([O:32][CH3:33])=[C:26]([CH2:25][N:9]([CH:10]3[CH2:11][CH2:12][CH:13]([NH:16][CH3:17])[CH2:14][CH2:15]3)[C:7]([C:6]3[S:5][C:4]4[C:45]([F:50])=[CH:46][CH:47]=[C:48]([F:49])[C:3]=4[C:2]=3[Cl:1])=[O:8])[CH:27]=2)=[CH:35][CH:36]=1)(=[O:42])=[O:43], predict the reactants needed to synthesize it. The reactants are: [Cl:1][C:2]1[C:3]2[C:48]([F:49])=[CH:47][CH:46]=[C:45]([F:50])[C:4]=2[S:5][C:6]=1[C:7]([N:9]([CH2:25][C:26]1[CH:27]=[C:28]([C:34]2[CH:39]=[CH:38][C:37]([CH2:40][S:41]([CH3:44])(=[O:43])=[O:42])=[CH:36][CH:35]=2)[CH:29]=[CH:30][C:31]=1[O:32][CH3:33])[CH:10]1[CH2:15][CH2:14][CH:13]([N:16](C)[C:17](=O)OC(C)(C)C)[CH2:12][CH2:11]1)=[O:8].Cl.CC(OC)(C)C.